From a dataset of Catalyst prediction with 721,799 reactions and 888 catalyst types from USPTO. Predict which catalyst facilitates the given reaction. Reactant: [Cl-].[Al+3].[Al+3].[Al+3].[Cl-].[Cl-].[Cl-].[Cl-].[Cl-].[Cl-].[Cl-].[Cl-].[O:13]1[CH:17]=[CH:16][CH:15]=[C:14]1[C:18](Cl)=[O:19].[S:21]1[CH:25]=[CH:24][C:23]([CH2:26][C:27]([O:29][CH2:30][CH3:31])=[O:28])=[CH:22]1.O. Product: [O:13]1[CH:17]=[CH:16][CH:15]=[C:14]1[C:18]([C:25]1[S:21][CH:22]=[C:23]([CH2:26][C:27]([O:29][CH2:30][CH3:31])=[O:28])[CH:24]=1)=[O:19]. The catalyst class is: 4.